This data is from Forward reaction prediction with 1.9M reactions from USPTO patents (1976-2016). The task is: Predict the product of the given reaction. (1) Given the reactants [NH:1]1[CH2:6][CH2:5][CH2:4][CH2:3][CH2:2]1.[Cl:7][C:8]1[CH:13]=[C:12]([Cl:14])[C:11]([O:15][CH3:16])=[CH:10][C:9]=1[NH:17][C:18]1[C:23]([C:24]#[N:25])=[CH:22][N:21]=[C:20]2[CH:26]=[C:27]([C:29]3[CH:34]=[CH:33][C:32]([CH:35]=O)=[CH:31][CH:30]=3)[S:28][C:19]=12.C(O[BH-](OC(=O)C)OC(=O)C)(=O)C.[Na+], predict the reaction product. The product is: [Cl:7][C:8]1[CH:13]=[C:12]([Cl:14])[C:11]([O:15][CH3:16])=[CH:10][C:9]=1[NH:17][C:18]1[C:23]([C:24]#[N:25])=[CH:22][N:21]=[C:20]2[CH:26]=[C:27]([C:29]3[CH:34]=[CH:33][C:32]([CH2:35][N:1]4[CH2:6][CH2:5][CH2:4][CH2:3][CH2:2]4)=[CH:31][CH:30]=3)[S:28][C:19]=12. (2) Given the reactants [NH2:1][C:2]1[C:7]([C:8]#[N:9])=[CH:6][N:5]=[C:4]([CH3:10])[N:3]=1.N.[H][H], predict the reaction product. The product is: [NH2:9][CH2:8][C:7]1[C:2]([NH2:1])=[N:3][C:4]([CH3:10])=[N:5][CH:6]=1. (3) Given the reactants [CH2:1]([C:3]1[C:4](NN)=[N:5][CH:6]=[N:7][C:8]=1[C:9]1[O:10][CH:11]=[CH:12][CH:13]=1)[CH3:2].C(#N)C.C1(C)C=CC(S(Cl)(=O)=O)=CC=1.N1C=CC=CC=1, predict the reaction product. The product is: [CH2:1]([C:3]1[C:8]([C:9]2[O:10][CH:11]=[CH:12][CH:13]=2)=[N:7][CH:6]=[N:5][CH:4]=1)[CH3:2]. (4) Given the reactants [NH2:1][C:2]1[CH:10]=[CH:9][CH:8]=[C:7]2[C:3]=1[CH:4]([CH2:11][C:12]([O:14]C)=O)[CH2:5][NH:6]2, predict the reaction product. The product is: [NH:6]1[C:7]2[C:3]3[CH:4]([CH2:11][C:12](=[O:14])[NH:1][C:2]=3[CH:10]=[CH:9][CH:8]=2)[CH2:5]1. (5) Given the reactants [Cl:1][C:2]1[N:11]=[C:10](Cl)[C:9]2[C:4](=[CH:5][CH:6]=[CH:7][CH:8]=2)[N:3]=1.[NH2:13][CH2:14][C:15]1([NH2:19])[CH2:18][O:17][CH2:16]1.C(N(CC)CC)C, predict the reaction product. The product is: [NH2:19][C:15]1([CH2:14][NH:13][C:10]2[C:9]3[C:4](=[CH:5][CH:6]=[CH:7][CH:8]=3)[N:3]=[C:2]([Cl:1])[N:11]=2)[CH2:18][O:17][CH2:16]1. (6) Given the reactants [CH2:1]([Mg]Br)[CH3:2].[CH2:5]([N:12]([CH:27]1[CH2:32][CH2:31][N:30]([C:33]([O:35][C:36]([CH3:39])([CH3:38])[CH3:37])=[O:34])[CH2:29][CH2:28]1)[C:13]([CH:15]1[CH2:19][CH2:18][N:17]([CH2:20][C:21]2[CH:26]=[CH:25][CH:24]=[CH:23][CH:22]=2)[CH2:16]1)=O)[C:6]1[CH:11]=[CH:10][CH:9]=[CH:8][CH:7]=1, predict the reaction product. The product is: [CH2:5]([N:12]([C:13]1([CH:15]2[CH2:19][CH2:18][N:17]([CH2:20][C:21]3[CH:26]=[CH:25][CH:24]=[CH:23][CH:22]=3)[CH2:16]2)[CH2:2][CH2:1]1)[CH:27]1[CH2:32][CH2:31][N:30]([C:33]([O:35][C:36]([CH3:39])([CH3:38])[CH3:37])=[O:34])[CH2:29][CH2:28]1)[C:6]1[CH:11]=[CH:10][CH:9]=[CH:8][CH:7]=1. (7) Given the reactants [Cl:1][C:2]1[C:3]2[N:4]([C:8]([C:13]3[CH:14]=[C:15]([OH:19])[CH:16]=[CH:17][CH:18]=3)=[C:9]([CH2:11][CH3:12])[N:10]=2)[CH:5]=[CH:6][CH:7]=1.Br[C:21]1[CH:26]=[CH:25][CH:24]=[C:23]([S:27]([CH2:30][CH3:31])(=[O:29])=[O:28])[CH:22]=1, predict the reaction product. The product is: [Cl:1][C:2]1[C:3]2[N:4]([C:8]([C:13]3[CH:18]=[CH:17][CH:16]=[C:15]([O:19][C:25]4[CH:26]=[CH:21][CH:22]=[C:23]([S:27]([CH2:30][CH3:31])(=[O:28])=[O:29])[CH:24]=4)[CH:14]=3)=[C:9]([CH2:11][CH3:12])[N:10]=2)[CH:5]=[CH:6][CH:7]=1. (8) Given the reactants [C:1]([O:5][C:6](=[O:27])[NH:7][C:8]([C:10]1[S:11][C:12]([S:25][CH3:26])=[C:13]([S:15]([C:18]2[CH:19]=[N:20][CH:21]=[C:22](Br)[CH:23]=2)(=[O:17])=[O:16])[CH:14]=1)=[NH:9])([CH3:4])([CH3:3])[CH3:2].[CH3:28][C:29]1[CH:34]=[CH:33][CH:32]=[CH:31][C:30]=1B(O)O.C([O-])([O-])=O.[Na+].[Na+].C(O)C, predict the reaction product. The product is: [C:1]([O:5][C:6](=[O:27])[NH:7][C:8](=[NH:9])[C:10]1[S:11][C:12]([S:25][CH3:26])=[C:13]([S:15]([C:18]2[CH:19]=[N:20][CH:21]=[C:22]([C:30]3[CH:31]=[CH:32][CH:33]=[CH:34][C:29]=3[CH3:28])[CH:23]=2)(=[O:17])=[O:16])[CH:14]=1)([CH3:4])([CH3:3])[CH3:2].